Dataset: Reaction yield outcomes from USPTO patents with 853,638 reactions. Task: Predict the reaction yield, written as a fraction of the theoretical maximum amount of product (1.0 means a 100% yield; for example, 0.34 means a 34% yield). The reactants are C([Li])CCC.[CH2:6]([C:8]1[CH:13]=[CH:12][C:11]([O:14][CH3:15])=[CH:10][CH:9]=1)[CH3:7].CN(C)CCN(C)C.[C:24](=[O:26])=[O:25].[OH-].[Na+]. The catalyst is C(OCC)C. The product is [CH2:6]([C:8]1[CH:9]=[CH:10][C:11]([O:14][CH3:15])=[C:12]([CH:13]=1)[C:24]([OH:26])=[O:25])[CH3:7]. The yield is 0.370.